From a dataset of Full USPTO retrosynthesis dataset with 1.9M reactions from patents (1976-2016). Predict the reactants needed to synthesize the given product. Given the product [CH3:4][N:5]1[C:10](=[O:11])[C:9]2[C:12]([S:26][CH2:27][CH2:28][CH2:29][C:30]([OH:32])=[O:31])=[C:13]([CH2:15][C:16]3[C:25]4[C:20](=[CH:21][CH:22]=[CH:23][CH:24]=4)[CH:19]=[CH:18][CH:17]=3)[S:14][C:8]=2[C:7]([CH2:34][CH:35]([CH3:37])[CH3:36])=[N:6]1, predict the reactants needed to synthesize it. The reactants are: O.[OH-].[Li+].[CH3:4][N:5]1[C:10](=[O:11])[C:9]2[C:12]([S:26][CH2:27][CH2:28][CH2:29][C:30]([O:32]C)=[O:31])=[C:13]([CH2:15][C:16]3[C:25]4[C:20](=[CH:21][CH:22]=[CH:23][CH:24]=4)[CH:19]=[CH:18][CH:17]=3)[S:14][C:8]=2[C:7]([CH2:34][CH:35]([CH3:37])[CH3:36])=[N:6]1.Cl.